This data is from Full USPTO retrosynthesis dataset with 1.9M reactions from patents (1976-2016). The task is: Predict the reactants needed to synthesize the given product. Given the product [CH2:1]([O:8][C:9]1[C:16]([CH3:17])=[CH:15][C:14]([Br:20])=[C:11]([CH:10]=1)[CH:12]=[O:13])[C:2]1[CH:3]=[CH:4][CH:5]=[CH:6][CH:7]=1, predict the reactants needed to synthesize it. The reactants are: [CH2:1]([O:8][C:9]1[CH:10]=[C:11]([CH:14]=[CH:15][C:16]=1[CH3:17])[CH:12]=[O:13])[C:2]1[CH:7]=[CH:6][CH:5]=[CH:4][CH:3]=1.CO.[Br:20]Br.O.